Predict which catalyst facilitates the given reaction. From a dataset of Catalyst prediction with 721,799 reactions and 888 catalyst types from USPTO. (1) Reactant: [CH2:1]([N:3]1[CH2:8][CH2:7][NH:6][CH2:5][CH2:4]1)[CH3:2].CS(O[CH:14]([C:21]1[CH:26]=[CH:25][C:24]([C:27]2[CH:32]=[CH:31][C:30]([F:33])=[CH:29][C:28]=2[O:34][CH3:35])=[CH:23][CH:22]=1)[C:15]1[CH:20]=[CH:19][N:18]=[CH:17][CH:16]=1)(=O)=O. Product: [CH2:1]([N:3]1[CH2:8][CH2:7][N:6]([CH:14]([C:21]2[CH:22]=[CH:23][C:24]([C:27]3[CH:32]=[CH:31][C:30]([F:33])=[CH:29][C:28]=3[O:34][CH3:35])=[CH:25][CH:26]=2)[C:15]2[CH:16]=[CH:17][N:18]=[CH:19][CH:20]=2)[CH2:5][CH2:4]1)[CH3:2]. The catalyst class is: 4. (2) Reactant: [OH:1][C@H:2]([CH2:28][NH:29][C:30]([CH3:43])([CH3:42])[CH2:31][C:32]1[CH:41]=[CH:40][C:39]2[C:34](=[CH:35][CH:36]=[CH:37][CH:38]=2)[CH:33]=1)[CH2:3][N:4]([CH3:27])[S:5]([C:8]1[CH:13]=[CH:12][CH:11]=[CH:10][C:9]=1[C:14]1[CH:19]=[CH:18][CH:17]=[C:16]([CH:20]=[CH:21][C:22]([O:24]CC)=[O:23])[CH:15]=1)(=[O:7])=[O:6].O.[OH-].[K+].Cl. Product: [OH:1][C@H:2]([CH2:28][NH:29][C:30]([CH3:43])([CH3:42])[CH2:31][C:32]1[CH:41]=[CH:40][C:39]2[C:34](=[CH:35][CH:36]=[CH:37][CH:38]=2)[CH:33]=1)[CH2:3][N:4]([CH3:27])[S:5]([C:8]1[CH:13]=[CH:12][CH:11]=[CH:10][C:9]=1[C:14]1[CH:19]=[CH:18][CH:17]=[C:16]([CH:20]=[CH:21][C:22]([OH:24])=[O:23])[CH:15]=1)(=[O:7])=[O:6]. The catalyst class is: 7.